Dataset: Catalyst prediction with 721,799 reactions and 888 catalyst types from USPTO. Task: Predict which catalyst facilitates the given reaction. (1) Reactant: [CH:1]([NH:4][C:5]([NH:7][C:8]1[CH:13]=[C:12]([N+:14]([O-])=O)[CH:11]=[CH:10][C:9]=1[CH3:17])=[O:6])([CH3:3])[CH3:2].N(C1C=C([N+]([O-])=O)C=CC=1C)=C=O.CC(N)C.CCOCC. Product: [NH2:14][C:12]1[CH:11]=[CH:10][C:9]([CH3:17])=[C:8]([NH:7][C:5]([NH:4][CH:1]([CH3:2])[CH3:3])=[O:6])[CH:13]=1. The catalyst class is: 1. (2) Reactant: [CH:1]12[CH2:7][CH:4]([CH2:5][CH2:6]1)[CH2:3][CH:2]2[CH2:8][C:9](O)=[O:10].[H-].[Al+3].[Li+].[H-].[H-].[H-]. Product: [CH:1]12[CH2:7][CH:4]([CH2:5][CH2:6]1)[CH2:3][CH:2]2[CH2:8][CH2:9][OH:10]. The catalyst class is: 7.